Dataset: Catalyst prediction with 721,799 reactions and 888 catalyst types from USPTO. Task: Predict which catalyst facilitates the given reaction. (1) Reactant: [F:1][C:2]1[CH:16]=[CH:15][C:5]([O:6][C:7]2[N:12]=[CH:11][C:10]([CH:13]=O)=[CH:9][CH:8]=2)=[CH:4][CH:3]=1.[N+:17]([CH3:20])([O-:19])=[O:18].C([O-])(=O)C.[NH4+].[BH4-].[Na+]. Product: [F:1][C:2]1[CH:16]=[CH:15][C:5]([O:6][C:7]2[CH:8]=[CH:9][C:10]([CH2:13][CH2:20][N+:17]([O-:19])=[O:18])=[CH:11][N:12]=2)=[CH:4][CH:3]=1. The catalyst class is: 211. (2) Reactant: [CH3:1][O:2][C:3]1[CH:4]=[CH:5][C:6]2[N:12]=[CH:11][CH:10]=[C:9]([C@@H:13]([OH:24])[C@H]3N4C[C@H](C=C)[C@@H](CC4)C3)[C:7]=2[CH:8]=1.C([OH:29])(C)(C)C.CC(C)([O-])C.[K+]. Product: [CH3:1][O:2][C:3]1[CH:8]=[C:7]2[C:6](=[CH:5][CH:4]=1)[N:12]=[CH:11][CH:10]=[C:9]2[C:13]([OH:24])=[O:29]. The catalyst class is: 6. (3) Reactant: Br[CH2:2][C:3]1[S:7][N:6]=[C:5]([C:8]2[CH:13]=[CH:12][C:11]([Cl:14])=[CH:10][CH:9]=2)[N:4]=1.[F:15][C:16]1[C:23]([OH:24])=[CH:22][CH:21]=[C:20]([F:25])[C:17]=1[C:18]#[N:19].C(=O)([O-])[O-].[K+].[K+]. Product: [Cl:14][C:11]1[CH:12]=[CH:13][C:8]([C:5]2[N:4]=[C:3]([CH2:2][O:24][C:23]3[C:16]([F:15])=[C:17]([C:20]([F:25])=[CH:21][CH:22]=3)[C:18]#[N:19])[S:7][N:6]=2)=[CH:9][CH:10]=1. The catalyst class is: 3. (4) Reactant: [NH2:1][C:2]1[NH:6][N:5]=[N:4][N:3]=1.C(N(CC)CC)C.[CH3:14][C:15]1[C:19]2[CH:20]=[CH:21][CH:22]=[CH:23][C:18]=2[S:17][C:16]=1[CH:24]=O.[CH2:26]([O:28][C:29](=[O:34])[CH2:30][C:31]([CH3:33])=O)[CH3:27]. Product: [CH3:33][C:31]1[NH:1][C:2]2[N:3]([N:4]=[N:5][N:6]=2)[CH:24]([C:16]2[S:17][C:18]3[CH:23]=[CH:22][CH:21]=[CH:20][C:19]=3[C:15]=2[CH3:14])[C:30]=1[C:29]([O:28][CH2:26][CH3:27])=[O:34]. The catalyst class is: 8. (5) Reactant: [CH2:1]([N:5]1[C:9]2[CH:10]=[C:11]([C:14]([O:16]C)=[O:15])[CH:12]=[CH:13][C:8]=2[N:7]=[CH:6]1)[CH:2]([CH3:4])[CH3:3].[OH-].[Na+].C1COCC1.Cl. Product: [CH2:1]([N:5]1[C:9]2[CH:10]=[C:11]([C:14]([OH:16])=[O:15])[CH:12]=[CH:13][C:8]=2[N:7]=[CH:6]1)[CH:2]([CH3:4])[CH3:3]. The catalyst class is: 72. (6) Reactant: Br.Br[CH2:3][C:4]([C:6]1[CH:11]=[CH:10][N:9]=[CH:8][CH:7]=1)=O.[CH3:12][C:13]1[CH:18]=[CH:17][CH:16]=[CH:15][C:14]=1[NH:19][C:20]([NH2:22])=[S:21].N. Product: [CH3:12][C:13]1[CH:18]=[CH:17][CH:16]=[CH:15][C:14]=1[NH:19][C:20]1[S:21][CH:3]=[C:4]([C:6]2[CH:11]=[CH:10][N:9]=[CH:8][CH:7]=2)[N:22]=1. The catalyst class is: 88. (7) Reactant: [C:1](OC(=O)C)(=[O:3])C.C(OC(=O)CC)(=O)CC.C(OC(=O)CCC)(=O)CCC.C1(=O)OC(=O)CC1.C1(=O)OC(=O)CCC1.C1(=O)OC(=O)CCCC1.[C:52]([F:59])([F:58])([F:57])[C:53](Cl)([Cl:55])[F:54]. Product: [C:52]([C:53]([CH2:1][OH:3])([F:54])[Cl:55])([F:59])([F:58])[F:57]. The catalyst class is: 401. (8) The catalyst class is: 3. Reactant: [C:1](O)(=O)[CH3:2].[NH2:5]/[C:6](=[N:20]\[OH:21])/[C@@H:7]([NH:12][C:13](=[O:19])[O:14][C:15]([CH3:18])([CH3:17])[CH3:16])[CH2:8][CH:9]1[CH2:11][CH2:10]1. Product: [CH:9]1([CH2:8][C@H:7]([NH:12][C:13](=[O:19])[O:14][C:15]([CH3:18])([CH3:16])[CH3:17])[C:6]2[N:5]=[C:1]([CH3:2])[O:21][N:20]=2)[CH2:10][CH2:11]1. (9) Reactant: [N+:1]([C:4]1[CH:12]=[C:11]2[C:7]([C:8]([CH2:13][C:14]#[N:15])=[CH:9][NH:10]2)=[CH:6][CH:5]=1)([O-:3])=[O:2].[CH3:16][C:17]([O:20][C:21](O[C:21]([O:20][C:17]([CH3:19])([CH3:18])[CH3:16])=[O:22])=[O:22])([CH3:19])[CH3:18].CCN(CC)CC. Product: [C:17]([O:20][C:21](=[O:22])[NH:15][CH2:14][CH2:13][C:8]1[C:7]2[C:11](=[CH:12][C:4]([N+:1]([O-:3])=[O:2])=[CH:5][CH:6]=2)[NH:10][CH:9]=1)([CH3:19])([CH3:18])[CH3:16]. The catalyst class is: 1.